This data is from NCI-60 drug combinations with 297,098 pairs across 59 cell lines. The task is: Regression. Given two drug SMILES strings and cell line genomic features, predict the synergy score measuring deviation from expected non-interaction effect. (1) Drug 1: CS(=O)(=O)C1=CC(=C(C=C1)C(=O)NC2=CC(=C(C=C2)Cl)C3=CC=CC=N3)Cl. Drug 2: CCC1(C2=C(COC1=O)C(=O)N3CC4=CC5=C(C=CC(=C5CN(C)C)O)N=C4C3=C2)O.Cl. Cell line: MOLT-4. Synergy scores: CSS=74.1, Synergy_ZIP=0.780, Synergy_Bliss=3.30, Synergy_Loewe=-24.4, Synergy_HSA=3.77. (2) Drug 1: CC1C(C(CC(O1)OC2CC(OC(C2O)C)OC3=CC4=CC5=C(C(=O)C(C(C5)C(C(=O)C(C(C)O)O)OC)OC6CC(C(C(O6)C)O)OC7CC(C(C(O7)C)O)OC8CC(C(C(O8)C)O)(C)O)C(=C4C(=C3C)O)O)O)O. Drug 2: COC1=C2C(=CC3=C1OC=C3)C=CC(=O)O2. Cell line: UACC-257. Synergy scores: CSS=31.8, Synergy_ZIP=0.548, Synergy_Bliss=-0.247, Synergy_Loewe=-41.6, Synergy_HSA=-0.692. (3) Drug 1: CC1=C(C=C(C=C1)NC2=NC=CC(=N2)N(C)C3=CC4=NN(C(=C4C=C3)C)C)S(=O)(=O)N.Cl. Drug 2: C1=CN(C(=O)N=C1N)C2C(C(C(O2)CO)O)O.Cl. Cell line: UACC62. Synergy scores: CSS=14.4, Synergy_ZIP=-4.57, Synergy_Bliss=-1.14, Synergy_Loewe=-38.6, Synergy_HSA=-0.913. (4) Cell line: HCT-15. Drug 1: CN1C(=O)N2C=NC(=C2N=N1)C(=O)N. Drug 2: C#CCC(CC1=CN=C2C(=N1)C(=NC(=N2)N)N)C3=CC=C(C=C3)C(=O)NC(CCC(=O)O)C(=O)O. Synergy scores: CSS=57.4, Synergy_ZIP=3.90, Synergy_Bliss=2.79, Synergy_Loewe=-20.8, Synergy_HSA=-0.426. (5) Drug 1: C1=NC2=C(N1)C(=S)N=C(N2)N. Drug 2: CCN(CC)CCNC(=O)C1=C(NC(=C1C)C=C2C3=C(C=CC(=C3)F)NC2=O)C. Cell line: NCIH23. Synergy scores: CSS=38.0, Synergy_ZIP=1.13, Synergy_Bliss=2.70, Synergy_Loewe=-3.14, Synergy_HSA=0.133. (6) Drug 1: CC1=C(C(=CC=C1)Cl)NC(=O)C2=CN=C(S2)NC3=CC(=NC(=N3)C)N4CCN(CC4)CCO. Drug 2: C1=CC=C(C(=C1)C(C2=CC=C(C=C2)Cl)C(Cl)Cl)Cl. Cell line: OVCAR-4. Synergy scores: CSS=0.0940, Synergy_ZIP=-1.35, Synergy_Bliss=-1.99, Synergy_Loewe=-4.70, Synergy_HSA=-2.32. (7) Drug 2: CC(C)CN1C=NC2=C1C3=CC=CC=C3N=C2N. Drug 1: CNC(=O)C1=NC=CC(=C1)OC2=CC=C(C=C2)NC(=O)NC3=CC(=C(C=C3)Cl)C(F)(F)F. Cell line: CCRF-CEM. Synergy scores: CSS=-1.48, Synergy_ZIP=-1.34, Synergy_Bliss=-5.31, Synergy_Loewe=-3.73, Synergy_HSA=-5.65.